Dataset: Full USPTO retrosynthesis dataset with 1.9M reactions from patents (1976-2016). Task: Predict the reactants needed to synthesize the given product. Given the product [CH2:7]([O:8][C:10]1[C:19]2[C:14](=[CH:15][CH:16]=[CH:17][CH:18]=2)[CH:13]=[C:12]([NH:20][C:21]2[CH:25]=[C:24]([CH3:26])[NH:23][N:22]=2)[N:11]=1)[C:1]1[CH:6]=[CH:5][CH:4]=[CH:3][CH:2]=1, predict the reactants needed to synthesize it. The reactants are: [C:1]1([CH2:7][OH:8])[CH:6]=[CH:5][CH:4]=[CH:3][CH:2]=1.Cl[C:10]1[C:19]2[C:14](=[CH:15][CH:16]=[CH:17][CH:18]=2)[CH:13]=[C:12]([NH:20][C:21]2[CH:25]=[C:24]([CH3:26])[NH:23][N:22]=2)[N:11]=1.